From a dataset of Peptide-MHC class II binding affinity with 134,281 pairs from IEDB. Regression. Given a peptide amino acid sequence and an MHC pseudo amino acid sequence, predict their binding affinity value. This is MHC class II binding data. (1) The peptide sequence is GLKTRQEKWMTGRMG. The MHC is DRB3_0202 with pseudo-sequence DRB3_0202. The binding affinity (normalized) is 0.347. (2) The peptide sequence is TLLYPLFNLWGPAFHER. The MHC is DRB5_0101 with pseudo-sequence DRB5_0101. The binding affinity (normalized) is 0.111. (3) The peptide sequence is INEPTAAKIAYGLDR. The MHC is HLA-DQA10401-DQB10402 with pseudo-sequence HLA-DQA10401-DQB10402. The binding affinity (normalized) is 0.481. (4) The peptide sequence is AIKAGTGGAYESYKF. The MHC is HLA-DQA10201-DQB10202 with pseudo-sequence HLA-DQA10201-DQB10202. The binding affinity (normalized) is 0.175. (5) The peptide sequence is APEVKYKVFETALKK. The MHC is HLA-DQA10501-DQB10301 with pseudo-sequence HLA-DQA10501-DQB10301. The binding affinity (normalized) is 0.142. (6) The peptide sequence is EDLVRAYHSMSSTHE. The MHC is HLA-DPA10201-DPB10101 with pseudo-sequence HLA-DPA10201-DPB10101. The binding affinity (normalized) is 0.226.